This data is from Forward reaction prediction with 1.9M reactions from USPTO patents (1976-2016). The task is: Predict the product of the given reaction. (1) Given the reactants [C:1]12([C:14]([O:16]C)=[O:15])[CH2:9][CH2:8][C:5]([C:10]([O:12][CH3:13])=[O:11])([CH2:6][CH2:7]1)[CH2:4][CH2:3][CH2:2]2.O.O.O.O.O.O.O.O.[OH-].[Ba+2].[OH-], predict the reaction product. The product is: [CH3:13][O:12][C:10]([C:5]12[CH2:6][CH2:7][C:1]([C:14]([OH:16])=[O:15])([CH2:9][CH2:8]1)[CH2:2][CH2:3][CH2:4]2)=[O:11]. (2) Given the reactants C([Li])CCC.C(NC(C)C)(C)C.[Br:13][C:14]1[CH:19]=[CH:18][C:17]([F:20])=[CH:16][C:15]=1[O:21][CH3:22].[CH:23](N1CCCCC1)=[O:24], predict the reaction product. The product is: [Br:13][C:14]1[C:15]([O:21][CH3:22])=[C:16]([C:17]([F:20])=[CH:18][CH:19]=1)[CH:23]=[O:24].